From a dataset of Forward reaction prediction with 1.9M reactions from USPTO patents (1976-2016). Predict the product of the given reaction. Given the reactants [CH:1]1([CH2:7][C:8]2[N:12]3[CH:13]=[CH:14][C:15]([C:17](=[O:23])[N:18]([CH2:21][CH3:22])[CH2:19][CH3:20])=[CH:16][C:11]3=[N:10][C:9]=2[C:24](N(OC)C)=[O:25])[CH2:6][CH2:5][CH2:4][CH2:3][CH2:2]1.[CH3:30][Mg]Br.[Cl-].[NH4+], predict the reaction product. The product is: [C:24]([C:9]1[N:10]=[C:11]2[CH:16]=[C:15]([C:17]([N:18]([CH2:19][CH3:20])[CH2:21][CH3:22])=[O:23])[CH:14]=[CH:13][N:12]2[C:8]=1[CH2:7][CH:1]1[CH2:2][CH2:3][CH2:4][CH2:5][CH2:6]1)(=[O:25])[CH3:30].